This data is from Full USPTO retrosynthesis dataset with 1.9M reactions from patents (1976-2016). The task is: Predict the reactants needed to synthesize the given product. (1) Given the product [C:1]1([S:7]([CH2:8][F:9])=[O:15])[CH:6]=[CH:5][CH:4]=[CH:3][CH:2]=1, predict the reactants needed to synthesize it. The reactants are: [C:1]1([S:7][CH2:8][F:9])[CH:6]=[CH:5][CH:4]=[CH:3][CH:2]=1.CO.C1C(=O)N(Br)C(=[O:15])C1. (2) The reactants are: Cl[C:2]1[CH:7]=[C:6]([C:8]2[CH:13]=[CH:12][CH:11]=[CH:10][CH:9]=2)[N:5]=[CH:4][N:3]=1.[CH:14]1[C:22]2[C:21]3[CH:23]=[CH:24][CH:25]=[CH:26][C:20]=3[S:19][C:18]=2[C:17]([C:27]2[CH:28]=[C:29]([C:33]3[CH:38]=[CH:37][CH:36]=[C:35](B(O)O)[CH:34]=3)[CH:30]=[CH:31][CH:32]=2)=[CH:16][CH:15]=1.C(=O)([O-])[O-].[K+].[K+].C1(C)C=CC=CC=1. Given the product [CH:14]1[C:22]2[C:21]3[CH:23]=[CH:24][CH:25]=[CH:26][C:20]=3[S:19][C:18]=2[C:17]([C:27]2[CH:28]=[C:29]([C:33]3[CH:38]=[CH:37][CH:36]=[C:35]([C:2]4[CH:7]=[C:6]([C:8]5[CH:13]=[CH:12][CH:11]=[CH:10][CH:9]=5)[N:5]=[CH:4][N:3]=4)[CH:34]=3)[CH:30]=[CH:31][CH:32]=2)=[CH:16][CH:15]=1, predict the reactants needed to synthesize it. (3) Given the product [NH2:21][C:3]1[C:2]([NH2:1])=[CH:7][CH:6]=[CH:5][C:4]=1[N:8]([CH3:20])[CH2:9][CH2:10][N:11]([CH3:19])[C:12](=[O:18])[O:13][C:14]([CH3:15])([CH3:16])[CH3:17], predict the reactants needed to synthesize it. The reactants are: [NH2:1][C:2]1[C:3]([N+:21]([O-])=O)=[C:4]([N:8]([CH3:20])[CH2:9][CH2:10][N:11]([CH3:19])[C:12](=[O:18])[O:13][C:14]([CH3:17])([CH3:16])[CH3:15])[CH:5]=[CH:6][CH:7]=1. (4) Given the product [F:21][C:22]([F:30])([F:31])[C:23]1[CH:24]=[C:25]([CH:26]=[CH:27][CH:28]=1)[O:29][C:2]1[CH:3]=[CH:4][N:18]=[C:16]([C:15]2[CH:19]=[CH:20][C:12]([F:11])=[CH:13][CH:14]=2)[N:17]=1, predict the reactants needed to synthesize it. The reactants are: Cl[C:2](Cl)=[CH:3][CH:4]=O.C(O)(=O)C.[F:11][C:12]1[CH:20]=[CH:19][C:15]([C:16]([NH2:18])=[NH:17])=[CH:14][CH:13]=1.[F:21][C:22]([F:31])([F:30])[C:23]1[CH:24]=[C:25]([OH:29])[CH:26]=[CH:27][CH:28]=1.C(=O)([O-])[O-].[K+].[K+]. (5) The reactants are: Cl[C:2]1[CH2:7][CH2:6][CH2:5][CH2:4][C:3]=1[C:8]#[N:9].[Se-2:10].[Na+].[Na+].Cl[CH2:14][C:15]#[N:16].[OH-].[Na+]. Given the product [NH2:9][C:8]1[C:3]2[CH2:4][CH2:5][CH2:6][CH2:7][C:2]=2[Se:10][C:14]=1[C:15]#[N:16], predict the reactants needed to synthesize it. (6) Given the product [F:26][C:20]1[CH:21]=[C:22]([F:25])[CH:23]=[CH:24][C:19]=1[C:17]#[C:18][C:2]1[CH:11]=[CH:10][N:9]=[C:8]2[C:3]=1[C:4]1[CH:16]=[CH:15][CH:14]=[CH:13][C:5]=1[C:6](=[O:12])[NH:7]2, predict the reactants needed to synthesize it. The reactants are: Cl[C:2]1[CH:11]=[CH:10][N:9]=[C:8]2[C:3]=1[C:4]1[CH:16]=[CH:15][CH:14]=[CH:13][C:5]=1[C:6](=[O:12])[NH:7]2.[C:17]([C:19]1[CH:24]=[CH:23][C:22]([F:25])=[CH:21][C:20]=1[F:26])#[CH:18]. (7) Given the product [CH2:36]([N:31]1[CH2:26][C@@H:27]([OH:41])[CH2:28][C:29]1=[O:30])[C:35]1[CH:34]=[CH:33][CH:32]=[CH:45][CH:37]=1, predict the reactants needed to synthesize it. The reactants are: C1N=C(N)C2N=CN([C@@H]3O[C@H](COP(OP(OC[C@H:26]4[O:30][C@@H:29]([N:31]5[CH:36]=[C:35]([C:37](N)=O)[CH2:34][CH:33]=[CH:32]5)[C@H:28](O)[C@@H:27]4[OH:41])(O)=O)(O)=O)[C@@H](O)[C@H]3O)C=2N=1.[CH2:45](N1CCCCC1)C1C=CC=CC=1.